From a dataset of Catalyst prediction with 721,799 reactions and 888 catalyst types from USPTO. Predict which catalyst facilitates the given reaction. (1) Reactant: [F:1][C:2]1[CH:7]=[C:6]([N+:8]([O-])=O)[C:5]([F:11])=[CH:4][C:3]=1[N:12]1[CH2:17][CH2:16][N:15]([CH:18](O)[CH3:19])[CH2:14][CH2:13]1.C[OH:22]. Product: [NH2:8][C:6]1[C:5]([F:11])=[CH:4][C:3]([N:12]2[CH2:17][CH2:16][N:15]([CH2:18][CH2:19][OH:22])[CH2:14][CH2:13]2)=[C:2]([F:1])[CH:7]=1. The catalyst class is: 45. (2) Reactant: [C:1]([N:8]1[CH2:16][C:15]2[C:10](=[CH:11][CH:12]=[CH:13][CH:14]=2)[CH:9]1[C:17]([O:19][CH3:20])=[O:18])([O:3][C:4]([CH3:7])([CH3:6])[CH3:5])=[O:2].CI.[Li+].[CH3:24]C([N-]C(C)C)C. Product: [C:1]([N:8]1[CH2:16][C:15]2[C:10](=[CH:11][CH:12]=[CH:13][CH:14]=2)[C:9]1([CH3:24])[C:17]([O:19][CH3:20])=[O:18])([O:3][C:4]([CH3:7])([CH3:6])[CH3:5])=[O:2]. The catalyst class is: 1. (3) Reactant: [Br:1][C:2]1[CH:3]=[C:4]2[C:8](=[CH:9][CH:10]=1)[NH:7][CH:6]=[C:5]2/[CH:11]=[C:12]1\[O:13][C:14]2[C:21]([CH2:22][N:23]3[CH2:28][CH2:27][N:26](C(OC(C)(C)C)=O)[CH2:25][CH2:24]3)=[C:20]([OH:36])[CH:19]=[CH:18][C:15]=2[C:16]\1=[O:17].[ClH:37]. Product: [ClH:37].[ClH:37].[Br:1][C:2]1[CH:3]=[C:4]2[C:8](=[CH:9][CH:10]=1)[NH:7][CH:6]=[C:5]2/[CH:11]=[C:12]1\[O:13][C:14]2[C:21]([CH2:22][N:23]3[CH2:24][CH2:25][NH:26][CH2:27][CH2:28]3)=[C:20]([OH:36])[CH:19]=[CH:18][C:15]=2[C:16]\1=[O:17]. The catalyst class is: 135. (4) Reactant: [Cl:1][C:2]1[CH:3]=[CH:4][C:5]([C:31]#[N:32])=[C:6]([CH:30]=1)[O:7][C@@H:8]([C:24]1[CH:29]=[CH:28][CH:27]=[CH:26][CH:25]=1)[CH2:9][CH2:10][N:11]1[CH2:16][CH2:15][N:14](C(OC(C)(C)C)=O)[CH2:13][CH2:12]1.C(=O)(O)[O-].[Na+]. Product: [ClH:1].[ClH:1].[Cl:1][C:2]1[CH:3]=[CH:4][C:5]([C:31]#[N:32])=[C:6]([O:7][C@@H:8]([C:24]2[CH:29]=[CH:28][CH:27]=[CH:26][CH:25]=2)[CH2:9][CH2:10][N:11]2[CH2:16][CH2:15][NH:14][CH2:13][CH2:12]2)[CH:30]=1. The catalyst class is: 89. (5) Reactant: [CH:1]1([S:4]([C:7]2[CH:12]=[CH:11][C:10]([CH:13]([C:21]3[NH:25][C:24]([C:26]4[N:31]=[CH:30][C:29]([CH2:32]O)=[CH:28][CH:27]=4)=[CH:23][CH:22]=3)[CH2:14][CH:15]3[CH2:20][CH2:19][O:18][CH2:17][CH2:16]3)=[CH:9][CH:8]=2)(=[O:6])=[O:5])[CH2:3][CH2:2]1.CC(C)(O)[C:36]#[N:37].C(P(CCCC)CCCC)CCC.N(C(N1CCCCC1)=O)=NC(N1CCCCC1)=O. Product: [CH:1]1([S:4]([C:7]2[CH:8]=[CH:9][C:10]([CH:13]([C:21]3[NH:25][C:24]([C:26]4[N:31]=[CH:30][C:29]([CH2:32][C:36]#[N:37])=[CH:28][CH:27]=4)=[CH:23][CH:22]=3)[CH2:14][CH:15]3[CH2:16][CH2:17][O:18][CH2:19][CH2:20]3)=[CH:11][CH:12]=2)(=[O:6])=[O:5])[CH2:3][CH2:2]1. The catalyst class is: 54. (6) Reactant: [CH:1]([O:4][C:5]([N:7]1[CH2:12][CH2:11][CH:10]([O:13][N:14]=[C:15]2[CH2:20][CH2:19][N:18]([C:21]3[C:26]([F:27])=[CH:25][C:24]([CH2:28][OH:29])=[C:23](Cl)[N:22]=3)[CH2:17][CH2:16]2)[CH2:9][CH2:8]1)=[O:6])([CH3:3])[CH3:2].[CH3:31]B1OB(C)OB(C)O1.C(=O)([O-])[O-].[K+].[K+]. Product: [CH:1]([O:4][C:5]([N:7]1[CH2:12][CH2:11][CH:10]([O:13][N:14]=[C:15]2[CH2:20][CH2:19][N:18]([C:21]3[C:26]([F:27])=[CH:25][C:24]([CH2:28][OH:29])=[C:23]([CH3:31])[N:22]=3)[CH2:17][CH2:16]2)[CH2:9][CH2:8]1)=[O:6])([CH3:3])[CH3:2]. The catalyst class is: 12.